Dataset: Catalyst prediction with 721,799 reactions and 888 catalyst types from USPTO. Task: Predict which catalyst facilitates the given reaction. (1) Reactant: [NH2:1][CH:2]([CH2:21][CH2:22][C:23]1[C:32]2[C:27](=[CH:28][CH:29]=[C:30]([O:33][CH3:34])[N:31]=2)[N:26]=[CH:25][CH:24]=1)[CH2:3][CH2:4][CH:5]1[O:9][C:8](=[O:10])[N:7]([C:11]2[CH:20]=[CH:19][C:14]3[O:15][CH2:16][CH2:17][O:18][C:13]=3[CH:12]=2)[CH2:6]1.[CH3:35][S:36](Cl)(=[O:38])=[O:37]. Product: [O:15]1[C:14]2[CH:19]=[CH:20][C:11]([N:7]3[CH2:6][CH:5]([CH2:4][CH2:3][CH:2]([NH:1][S:36]([CH3:35])(=[O:38])=[O:37])[CH2:21][CH2:22][C:23]4[C:32]5[C:27](=[CH:28][CH:29]=[C:30]([O:33][CH3:34])[N:31]=5)[N:26]=[CH:25][CH:24]=4)[O:9][C:8]3=[O:10])=[CH:12][C:13]=2[O:18][CH2:17][CH2:16]1. The catalyst class is: 2. (2) Reactant: [CH3:1][O:2][C:3]1[CH:4]=[CH:5][C:6]2[N:10]=[C:9]([CH2:11][O:12][C:13]3[CH:26]=[CH:25][C:16]([CH2:17][CH:18]4[S:22][C:21](=[O:23])[NH:20][C:19]4=[O:24])=[CH:15][CH:14]=3)[N:8]([CH3:27])[C:7]=2[CH:28]=1.[ClH:29]. Product: [ClH:29].[CH3:1][O:2][C:3]1[CH:4]=[CH:5][C:6]2[N:10]=[C:9]([CH2:11][O:12][C:13]3[CH:14]=[CH:15][C:16]([CH2:17][CH:18]4[S:22][C:21](=[O:23])[NH:20][C:19]4=[O:24])=[CH:25][CH:26]=3)[N:8]([CH3:27])[C:7]=2[CH:28]=1. The catalyst class is: 12.